This data is from Peptide-MHC class I binding affinity with 185,985 pairs from IEDB/IMGT. The task is: Regression. Given a peptide amino acid sequence and an MHC pseudo amino acid sequence, predict their binding affinity value. This is MHC class I binding data. (1) The peptide sequence is RDKKKEYNETW. The MHC is Mamu-B01 with pseudo-sequence Mamu-B01. The binding affinity (normalized) is 0. (2) The peptide sequence is APSYRNFSF. The MHC is HLA-A02:06 with pseudo-sequence HLA-A02:06. The binding affinity (normalized) is 0.0847. (3) The MHC is HLA-B27:05 with pseudo-sequence HLA-B27:05. The peptide sequence is KAFSPEVI. The binding affinity (normalized) is 0.342. (4) The peptide sequence is IRFPKTFGY. The MHC is HLA-A31:01 with pseudo-sequence HLA-A31:01. The binding affinity (normalized) is 0. (5) The peptide sequence is LEMQHLISL. The MHC is HLA-C04:01 with pseudo-sequence HLA-C04:01. The binding affinity (normalized) is 0.213. (6) The peptide sequence is IYQEPFKNLK. The MHC is HLA-B08:01 with pseudo-sequence HLA-B08:01. The binding affinity (normalized) is 0.